Dataset: Serine/threonine kinase 33 screen with 319,792 compounds. Task: Binary Classification. Given a drug SMILES string, predict its activity (active/inactive) in a high-throughput screening assay against a specified biological target. The molecule is Clc1cc(CNC(=O)CCC(=O)c2sccc2)ccc1. The result is 0 (inactive).